Dataset: Forward reaction prediction with 1.9M reactions from USPTO patents (1976-2016). Task: Predict the product of the given reaction. (1) Given the reactants [CH3:1][O:2][C:3]1[C:8]2[N:9]=[C:10]([NH2:12])[S:11][C:7]=2[C:6]([N:13]2[CH2:18][CH2:17][O:16][CH2:15][CH2:14]2)=[CH:5][CH:4]=1.C1([O:25][C:26]([C:28]2[N:29]([CH3:36])[C:30]([CH2:33][O:34][CH3:35])=[N:31][CH:32]=2)=O)C=CC=CC=1, predict the reaction product. The product is: [CH3:1][O:2][C:3]1[C:8]2[N:9]=[C:10]([NH:12][C:26]([C:28]3[N:29]([CH3:36])[C:30]([CH2:33][O:34][CH3:35])=[N:31][CH:32]=3)=[O:25])[S:11][C:7]=2[C:6]([N:13]2[CH2:18][CH2:17][O:16][CH2:15][CH2:14]2)=[CH:5][CH:4]=1. (2) Given the reactants [Cl:1][C:2]1[CH:3]=[C:4]([CH:8]=[C:9]([Cl:12])[C:10]=1[F:11])[C:5]([OH:7])=O.Cl.[NH2:14][CH2:15][C:16]1[CH:27]=[CH:26][C:25]([C:28]#[N:29])=[CH:24][C:17]=1[O:18][CH2:19][C:20]([NH:22][CH3:23])=[O:21], predict the reaction product. The product is: [Cl:12][C:9]1[CH:8]=[C:4]([CH:3]=[C:2]([Cl:1])[C:10]=1[F:11])[C:5]([NH:14][CH2:15][C:16]1[CH:27]=[CH:26][C:25]([C:28]#[N:29])=[CH:24][C:17]=1[O:18][CH2:19][C:20](=[O:21])[NH:22][CH3:23])=[O:7]. (3) Given the reactants [N:1]1[CH:6]=[CH:5][C:4]([C@H:7]([OH:9])[CH3:8])=[CH:3][CH:2]=1.[C:10](O)(=[O:12])[CH3:11], predict the reaction product. The product is: [C:10]([O:9][C@@H:7]([CH:4]1[CH2:5][CH2:6][NH:1][CH2:2][CH2:3]1)[CH3:8])(=[O:12])[CH3:11]. (4) Given the reactants S(Cl)([Cl:3])=O.[N+:5]([C:8]1[CH:18]=[CH:17][C:11]2[NH:12][C:13]([CH2:15]O)=[N:14][C:10]=2[CH:9]=1)([O-:7])=[O:6], predict the reaction product. The product is: [Cl:3][CH2:15][C:13]1[NH:12][C:11]2[CH:17]=[CH:18][C:8]([N+:5]([O-:7])=[O:6])=[CH:9][C:10]=2[N:14]=1. (5) Given the reactants [Cl:1][C:2]1[CH:7]=[CH:6][C:5]([C:8]([OH:39])([C:33]2[N:34]([CH3:38])[CH:35]=[N:36][CH:37]=2)[C:9]2[CH:10]=[C:11]3[C:16](=[CH:17][CH:18]=2)[N:15]([CH3:19])[C:14](=[O:20])[CH:13]=[C:12]3[C:21]2[CH:26]=[CH:25][CH:24]=[C:23]([C:27]#[C:28][Si](C)(C)C)[CH:22]=2)=[CH:4][CH:3]=1.[F-].C([N+](CCCC)(CCCC)CCCC)CCC, predict the reaction product. The product is: [Cl:1][C:2]1[CH:7]=[CH:6][C:5]([C:8]([OH:39])([C:33]2[N:34]([CH3:38])[CH:35]=[N:36][CH:37]=2)[C:9]2[CH:10]=[C:11]3[C:16](=[CH:17][CH:18]=2)[N:15]([CH3:19])[C:14](=[O:20])[CH:13]=[C:12]3[C:21]2[CH:26]=[CH:25][CH:24]=[C:23]([C:27]#[CH:28])[CH:22]=2)=[CH:4][CH:3]=1. (6) Given the reactants [CH3:1][CH:2]1[C:6](=[O:7])[CH2:5][CH2:4][C:3]1=[O:8].[CH2:9](N(CC)CC)C, predict the reaction product. The product is: [CH3:1][C:2]1([CH3:9])[C:6](=[O:7])[CH2:5][CH2:4][C:3]1=[O:8]. (7) Given the reactants [Br:1][C:2]1[CH:10]=[C:9]2[C:5]([C:6]([C:11]([N:13]3[CH2:18][CH2:17][O:16][CH2:15][CH2:14]3)=[O:12])=[N:7][NH:8]2)=[CH:4][CH:3]=1.[H-].[Na+].Cl[C:22]1[CH:27]=[CH:26][N:25]=[C:24]([NH2:28])[N:23]=1, predict the reaction product. The product is: [Br:1][C:2]1[CH:10]=[C:9]2[C:5]([C:6]([C:11]([N:13]3[CH2:14][CH2:15][O:16][CH2:17][CH2:18]3)=[O:12])=[N:7][N:8]2[C:22]2[CH:27]=[CH:26][N:25]=[C:24]([NH2:28])[N:23]=2)=[CH:4][CH:3]=1.